Dataset: Full USPTO retrosynthesis dataset with 1.9M reactions from patents (1976-2016). Task: Predict the reactants needed to synthesize the given product. (1) Given the product [N:1]([C:2]1[CH:3]=[C:4]([CH:10]=[CH:11][CH:12]=1)[O:5][CH2:6][C:7]([OH:9])=[O:8])=[N+:18]=[N-:19], predict the reactants needed to synthesize it. The reactants are: [NH2:1][C:2]1[CH:3]=[C:4]([CH:10]=[CH:11][CH:12]=1)[O:5][CH2:6][C:7]([OH:9])=[O:8].Cl.N([O-])=O.[Na+].[N-:18]=[N+:19]=[N-].[Na+]. (2) The reactants are: [Br:1][C:2]1[CH:9]=[CH:8][C:7]([OH:10])=[CH:6][C:3]=1[CH:4]=[O:5].[CH2:11](Br)[CH:12]=[CH2:13].C(=O)([O-])[O-].[K+].[K+]. Given the product [CH2:13]([O:10][C:7]1[CH:8]=[CH:9][C:2]([Br:1])=[C:3]([CH:6]=1)[CH:4]=[O:5])[CH:12]=[CH2:11], predict the reactants needed to synthesize it. (3) Given the product [Cl:23][C:24]1[CH:29]=[CH:28][C:27]([C:18]2[CH:19]=[CH:20][C:15]([C:14]([NH:13][CH2:12][CH2:11][C:5]3[C:4]4[C:8](=[CH:9][CH:10]=[C:2]([Cl:1])[CH:3]=4)[NH:7][CH:6]=3)=[O:22])=[CH:16][CH:17]=2)=[CH:26][CH:25]=1, predict the reactants needed to synthesize it. The reactants are: [Cl:1][C:2]1[CH:3]=[C:4]2[C:8](=[CH:9][CH:10]=1)[NH:7][CH:6]=[C:5]2[CH2:11][CH2:12][NH:13][C:14](=[O:22])[C:15]1[CH:20]=[CH:19][C:18](I)=[CH:17][CH:16]=1.[Cl:23][C:24]1[CH:29]=[CH:28][C:27](B(O)O)=[CH:26][CH:25]=1.C(=O)([O-])[O-].[Na+].[Na+]. (4) Given the product [F:12][C:13]1[C:18]([N:8]2[C:6]3=[N:7][C:2]([CH3:1])=[N:3][C:4]([NH2:11])=[C:5]3[CH:10]=[N:9]2)=[CH:17][CH:16]=[CH:15][N:14]=1, predict the reactants needed to synthesize it. The reactants are: [CH3:1][C:2]1[N:7]=[C:6]2[NH:8][N:9]=[CH:10][C:5]2=[C:4]([NH2:11])[N:3]=1.[F:12][C:13]1[C:18](I)=[CH:17][CH:16]=[CH:15][N:14]=1. (5) Given the product [OH:25][CH:24]1[O:6][C:2](=[O:5])[CH:3]=[C:23]1[C:20]1[CH:21]=[CH:22][C:17]([O:16][CH3:15])=[CH:18][CH:19]=1, predict the reactants needed to synthesize it. The reactants are: O.[C:2]([OH:6])(=[O:5])[CH:3]=O.Cl.N1CCOCC1.O.[CH3:15][O:16][C:17]1[CH:22]=[CH:21][C:20]([CH2:23][CH:24]=[O:25])=[CH:19][CH:18]=1.